From a dataset of Reaction yield outcomes from USPTO patents with 853,638 reactions. Predict the reaction yield, written as a fraction of the theoretical maximum amount of product (1.0 means a 100% yield; for example, 0.34 means a 34% yield). (1) The reactants are [NH2:1][CH2:2][C@@:3]1([OH:11])[CH:8]2[CH2:9][CH2:10][N:5]([CH2:6][CH2:7]2)[CH2:4]1.CCN(C(C)C)C(C)C.C([O-])([O-])=O.[Cs+].[Cs+].[O:27]1[C:31]2[CH:32]=[CH:33][CH:34]=[CH:35][C:30]=2[N:29]=[C:28]1[N:36]=[C:37](SC)SC. The catalyst is CN(C=O)C. The product is [O:27]1[C:31]2[CH:32]=[CH:33][CH:34]=[CH:35][C:30]=2[N:29]=[C:28]1[NH:36][C:37]1[O:11][C@:3]2([CH2:2][N:1]=1)[CH:8]1[CH2:7][CH2:6][N:5]([CH2:10][CH2:9]1)[CH2:4]2. The yield is 0.900. (2) The reactants are C([O:3][C:4](=O)[C:5]1[CH:10]=[CH:9][C:8]([N:11]2[C:15]([NH:16][C:17]([NH:19][C:20]3[C:29]4[C:24](=[CH:25][CH:26]=[CH:27][CH:28]=4)[CH:23]=[CH:22][CH:21]=3)=[O:18])=[CH:14][C:13]([C:30](C)([CH3:32])[CH3:31])=[N:12]2)=[CH:7][CH:6]=1)C.[H-].[H-].[H-].[H-].[Li+].[Al+3]. The catalyst is C1COCC1. The product is [OH:3][CH2:4][C:5]1[CH:10]=[CH:9][C:8]([N:11]2[C:15]([NH:16][C:17]([NH:19][C:20]3[C:29]4[C:24](=[CH:25][CH:26]=[CH:27][CH:28]=4)[CH:23]=[CH:22][CH:21]=3)=[O:18])=[CH:14][C:13]([CH:30]([CH3:32])[CH3:31])=[N:12]2)=[CH:7][CH:6]=1. The yield is 0.920. (3) The reactants are Cl[C:2]1[C:3]2[N:10]=[C:9]([C:11]3[CH:16]=[CH:15][C:14]([F:17])=[CH:13][CH:12]=3)[O:8][C:4]=2[N:5]=[CH:6][N:7]=1.[Cl:18][C:19]1[CH:20]=[C:21]([CH:23]=[CH:24][C:25]=1[F:26])[NH2:22]. The catalyst is ClCCCl.CC(O)(C)C. The product is [Cl:18][C:19]1[CH:20]=[C:21]([NH:22][C:2]2[C:3]3[N:10]=[C:9]([C:11]4[CH:16]=[CH:15][C:14]([F:17])=[CH:13][CH:12]=4)[O:8][C:4]=3[N:5]=[CH:6][N:7]=2)[CH:23]=[CH:24][C:25]=1[F:26]. The yield is 0.820. (4) The reactants are [Cl:1][C:2]1[CH:7]=[CH:6][C:5]([CH2:8]Cl)=[CH:4][N:3]=1.[CH3:10][NH:11][CH2:12][CH3:13].C(=O)([O-])[O-].[K+].[K+]. The catalyst is C(#N)C. The product is [Cl:1][C:2]1[N:3]=[CH:4][C:5]([CH2:8][CH:12]([NH:11][CH3:10])[CH3:13])=[CH:6][CH:7]=1. The yield is 0.870. (5) The reactants are C[O:2][C:3]([C:5]1[N:6]=[CH:7][C:8]([N:11]2[CH2:16][CH2:15][N:14]([C:17]3[N:18]=[N:19][C:20]([CH2:25][C:26]4[CH:31]=[CH:30][CH:29]=[CH:28][CH:27]=4)=[C:21]([CH3:24])[C:22]=3[CH3:23])[CH2:13][C@H:12]2[CH3:32])=[N:9][CH:10]=1)=[O:4].[Li+].[OH-].O.C1COCC1. The catalyst is CO. The product is [CH2:25]([C:20]1[N:19]=[N:18][C:17]([N:14]2[CH2:15][CH2:16][N:11]([C:8]3[CH:7]=[N:6][C:5]([C:3]([OH:4])=[O:2])=[CH:10][N:9]=3)[C@H:12]([CH3:32])[CH2:13]2)=[C:22]([CH3:23])[C:21]=1[CH3:24])[C:26]1[CH:31]=[CH:30][CH:29]=[CH:28][CH:27]=1. The yield is 0.840. (6) The product is [CH3:1][C:2]1[C:6]2[CH:7]=[C:8]([C:11]([OH:13])=[O:12])[CH:9]=[CH:10][C:5]=2[O:4][CH:3]=1. The catalyst is CO. The reactants are [CH3:1][C:2]1[C:6]2[CH:7]=[C:8]([C:11]([O:13]C)=[O:12])[CH:9]=[CH:10][C:5]=2[O:4][CH:3]=1.[OH-].[Na+].O. The yield is 0.940. (7) The reactants are [NH2:1][C:2]1[CH:30]=[CH:29][C:28]([F:31])=[CH:27][C:3]=1[CH2:4][N:5]1[CH2:10][CH2:9][CH:8]([CH2:11][O:12][C:13]2[C:22]([CH:23]3[CH2:25][CH2:24]3)=[CH:21][C:16]([C:17]([O:19][CH3:20])=[O:18])=[C:15]([F:26])[CH:14]=2)[CH2:7][CH2:6]1.CO.C([BH3-])#N.[Na+].[CH3:38][C:39]([CH3:41])=O. The catalyst is C(O)(=O)C. The product is [CH:23]1([C:22]2[C:13]([O:12][CH2:11][CH:8]3[CH2:9][CH2:10][N:5]([CH2:4][C:3]4[CH:27]=[C:28]([F:31])[CH:29]=[CH:30][C:2]=4[NH:1][CH:39]([CH3:41])[CH3:38])[CH2:6][CH2:7]3)=[CH:14][C:15]([F:26])=[C:16]([CH:21]=2)[C:17]([O:19][CH3:20])=[O:18])[CH2:25][CH2:24]1. The yield is 0.510.